The task is: Predict which catalyst facilitates the given reaction.. This data is from Catalyst prediction with 721,799 reactions and 888 catalyst types from USPTO. (1) Reactant: [OH:1][C@H:2]1[CH2:7][CH2:6][C@H:5]([N:8]([CH3:22])[S:9]([C:12]2[CH:17]=[CH:16][C:15]([C:18]([F:21])([F:20])[F:19])=[CH:14][CH:13]=2)(=[O:11])=[O:10])[CH2:4][CH2:3]1.[C:23]([O:27][C:28](=[O:31])[CH2:29]Br)([CH3:26])([CH3:25])[CH3:24].[OH-].[Na+]. Product: [C:23]([O:27][C:28](=[O:31])[CH2:29][O:1][C@H:2]1[CH2:7][CH2:6][C@H:5]([N:8]([CH3:22])[S:9]([C:12]2[CH:17]=[CH:16][C:15]([C:18]([F:21])([F:19])[F:20])=[CH:14][CH:13]=2)(=[O:11])=[O:10])[CH2:4][CH2:3]1)([CH3:26])([CH3:25])[CH3:24]. The catalyst class is: 260. (2) Reactant: [Cl:1][C:2]1[S:3][C:4]([Cl:18])=[CH:5][C:6]=1/[CH:7]=[C:8](\[C:11]1[CH:16]=[CH:15][C:14]([F:17])=[CH:13][CH:12]=1)/[CH:9]=[O:10].[OH-:19].[Na+].OO.[BH4-].[Na+]. Product: [Cl:1][C:2]1[S:3][C:4]([Cl:18])=[CH:5][C:6]=1[CH:7]1[O:19][C:8]1([CH2:9][OH:10])[C:11]1[CH:16]=[CH:15][C:14]([F:17])=[CH:13][CH:12]=1. The catalyst class is: 5.